This data is from Full USPTO retrosynthesis dataset with 1.9M reactions from patents (1976-2016). The task is: Predict the reactants needed to synthesize the given product. (1) Given the product [Cl:13][C:5]1[C:6]([N:10]([CH3:11])[CH3:12])=[CH:7][CH:8]=[CH:9][C:4]=1[CH2:3][OH:2], predict the reactants needed to synthesize it. The reactants are: C[O:2][C:3](=O)[C:4]1[CH:9]=[CH:8][CH:7]=[C:6]([N:10]([CH3:12])[CH3:11])[C:5]=1[Cl:13].[H-].[Al+3].[Li+].[H-].[H-].[H-]. (2) Given the product [CH:23]([P:22]([CH:26]([CH3:28])[CH3:27])[C:7]1[CH:12]=[CH:11][CH:10]=[CH:9][C:8]=1[NH:13][C:14]1[CH:19]=[CH:18][CH:17]=[CH:16][C:15]=1[P:22]([CH:4]([CH3:5])[CH3:3])[CH:23]([CH3:25])[CH3:24])([CH3:25])[CH3:24], predict the reactants needed to synthesize it. The reactants are: [Li]C[CH2:3][CH2:4][CH3:5].Br[C:7]1[CH:12]=[CH:11][CH:10]=[CH:9][C:8]=1[NH:13][C:14]1[CH:19]=[CH:18][CH:17]=[CH:16][C:15]=1Br.Cl[P:22]([CH:26]([CH3:28])[CH3:27])[CH:23]([CH3:25])[CH3:24]. (3) Given the product [NH:22]([C:10](=[O:11])[C@@H:9]([NH:8][C:6](=[O:7])[O:5][C:1]([CH3:4])([CH3:3])[CH3:2])[CH2:14][C:15]1[CH:20]=[CH:19][CH:18]=[CH:17][CH:16]=1)[NH2:23], predict the reactants needed to synthesize it. The reactants are: [C:1]([O:5][C:6]([NH:8][C@@H:9]([CH2:14][C:15]1[CH:20]=[CH:19][CH:18]=[CH:17][CH:16]=1)[C:10](OC)=[O:11])=[O:7])([CH3:4])([CH3:3])[CH3:2].O.[NH2:22][NH2:23]. (4) Given the product [CH3:17][C:14]1[CH:15]=[CH:16][C:10]2[N:9]=[C:8]([C:7]3[C:2]([NH2:1])=[N:3][CH:4]=[C:5]([C:18]4[CH2:19][CH2:20][NH:21][CH2:22][CH:23]=4)[N:6]=3)[NH:12][C:11]=2[CH:13]=1, predict the reactants needed to synthesize it. The reactants are: [NH2:1][C:2]1[N:3]=[CH:4][C:5]([C:18]2[CH2:19][CH2:20][N:21](C(OC(C)(C)C)=O)[CH2:22][CH:23]=2)=[N:6][C:7]=1[C:8]1[NH:12][C:11]2[CH:13]=[C:14]([CH3:17])[CH:15]=[CH:16][C:10]=2[N:9]=1.C(O)(C(F)(F)F)=O. (5) Given the product [C:38]([NH:1][C@H:2]([CH2:6][CH2:7][NH:8][C:9]([C:11]1[N:12]=[C:13]([C:29]#[N:30])[C:14]2[C:19]([C:20]=1[OH:21])=[CH:18][CH:17]=[C:16]([O:22][C:23]1[CH:28]=[CH:27][CH:26]=[CH:25][CH:24]=1)[CH:15]=2)=[O:10])[C:3]([OH:5])=[O:4])(=[O:40])[CH3:39], predict the reactants needed to synthesize it. The reactants are: [NH2:1][C@H:2]([CH2:6][CH2:7][NH:8][C:9]([C:11]1[N:12]=[C:13]([C:29]#[N:30])[C:14]2[C:19]([C:20]=1[OH:21])=[CH:18][CH:17]=[C:16]([O:22][C:23]1[CH:28]=[CH:27][CH:26]=[CH:25][CH:24]=1)[CH:15]=2)=[O:10])[C:3]([OH:5])=[O:4].C(N(CC)CC)C.[C:38](OC(=O)C)(=[O:40])[CH3:39].Cl. (6) Given the product [CH:34]1([N:37]2[CH2:42][CH2:41][N:40]([C:30]([C:26]3[C:25]([CH3:33])=[C:24](/[CH:23]=[C:16]4\[C:17](=[O:22])[NH:18][C:19]5[C:15]\4=[CH:14][C:13]([S:10]([CH2:9][C:3]4[C:2]([Cl:1])=[CH:7][CH:6]=[CH:5][C:4]=4[Cl:8])(=[O:11])=[O:12])=[CH:21][CH:20]=5)[NH:28][C:27]=3[CH3:29])=[O:32])[CH2:39][CH2:38]2)[CH2:36][CH2:35]1, predict the reactants needed to synthesize it. The reactants are: [Cl:1][C:2]1[CH:7]=[CH:6][CH:5]=[C:4]([Cl:8])[C:3]=1[CH2:9][S:10]([C:13]1[CH:14]=[C:15]2[C:19](=[CH:20][CH:21]=1)[NH:18][C:17](=[O:22])/[C:16]/2=[CH:23]\[C:24]1[NH:28][C:27]([CH3:29])=[C:26]([C:30]([OH:32])=O)[C:25]=1[CH3:33])(=[O:12])=[O:11].[CH:34]1([N:37]2[CH2:42][CH2:41][NH:40][CH2:39][CH2:38]2)[CH2:36][CH2:35]1.